This data is from Full USPTO retrosynthesis dataset with 1.9M reactions from patents (1976-2016). The task is: Predict the reactants needed to synthesize the given product. Given the product [CH3:23][O:22][C:16]1[CH:17]=[C:18]2[C:13](=[CH:14][C:15]=1[O:24][CH3:25])[N:12]=[C:11]([N:9]1[CH:10]=[C:6]([C:4]([OH:5])=[O:3])[CH:7]=[N:8]1)[NH:20][C:19]2=[O:21], predict the reactants needed to synthesize it. The reactants are: C([O:3][C:4]([C:6]1[CH:7]=[N:8][N:9]([C:11]2[NH:20][C:19](=[O:21])[C:18]3[C:13](=[CH:14][C:15]([O:24][CH3:25])=[C:16]([O:22][CH3:23])[CH:17]=3)[N:12]=2)[CH:10]=1)=[O:5])C.[OH-].[K+].